Dataset: Full USPTO retrosynthesis dataset with 1.9M reactions from patents (1976-2016). Task: Predict the reactants needed to synthesize the given product. (1) Given the product [O:18]1[CH:19]=[N:20][C:16]([CH2:15][N:11]2[CH2:10][CH2:9][N:8]([C:1]([O:3][C:4]([CH3:7])([CH3:6])[CH3:5])=[O:2])[CH2:13][CH2:12]2)=[N:17]1, predict the reactants needed to synthesize it. The reactants are: [C:1]([N:8]1[CH2:13][CH2:12][NH:11][CH2:10][CH2:9]1)([O:3][C:4]([CH3:7])([CH3:6])[CH3:5])=[O:2].Cl[CH2:15][C:16]1[N:20]=[CH:19][O:18][N:17]=1.C(N(CC)CC)C. (2) Given the product [CH3:12][O:3][CH:2]1[CH2:4][CH:5]2[C:8]([CH3:10])([CH3:9])[C:1]1([CH3:11])[CH2:7][CH2:6]2, predict the reactants needed to synthesize it. The reactants are: [C:1]12([CH3:11])[C:8]([CH3:10])([CH3:9])[CH:5]([CH2:6][CH2:7]1)[CH2:4][C:2]2=[O:3].[CH:12]([O-])([O-])OC.[H][H]. (3) Given the product [F:1][C:2]1[CH:7]=[CH:6][C:5]([N:8]2[CH:13]=[CH:12][CH:11]=[C:10]([C:14]([OH:16])=[O:15])[C:9]2=[O:18])=[CH:4][CH:3]=1, predict the reactants needed to synthesize it. The reactants are: [F:1][C:2]1[CH:7]=[CH:6][C:5]([N:8]2[CH:13]=[CH:12][CH:11]=[C:10]([C:14]([O:16]C)=[O:15])[C:9]2=[O:18])=[CH:4][CH:3]=1.[OH-].[Na+]. (4) Given the product [F:1][C:2]1[CH:3]=[C:4]2[C:6]([C:14](=[O:13])[C:15]([C:16]([O:18][CH2:19][CH3:20])=[O:17])=[CH:21][NH:5]2)=[CH:7][C:8]=1[O:9][CH3:10], predict the reactants needed to synthesize it. The reactants are: [F:1][C:2]1[CH:3]=[C:4]([CH:6]=[CH:7][C:8]=1[O:9][CH3:10])[NH2:5].CC[O:13][CH:14]=[C:15]([C:21](OCC)=O)[C:16]([O:18][CH2:19][CH3:20])=[O:17]. (5) Given the product [CH2:1]([C:5]12[CH2:17][CH2:16][C:15](=[O:18])[C:14]([CH3:19])=[C:13]1[C:12]1[C:7](=[C:8]([Cl:22])[C:9]([OH:20])=[CH:10][CH:11]=1)[CH2:6]2)[CH2:2][CH2:3][CH3:4], predict the reactants needed to synthesize it. The reactants are: [CH2:1]([C:5]12[CH2:17][CH2:16][C:15](=[O:18])[C:14]([CH3:19])=[C:13]1[C:12]1[C:7](=[C:8]([Cl:22])[C:9]([O:20]C)=[CH:10][CH:11]=1)[CH2:6]2)[CH2:2][CH2:3][CH3:4].Cl.N1C=CC=CC=1. (6) Given the product [CH3:1][O:2][C:3]1[CH:4]=[C:5]([CH:10]=[CH:11][C:12]=1[CH2:13][Br:20])[C:6]([O:8][CH3:9])=[O:7], predict the reactants needed to synthesize it. The reactants are: [CH3:1][O:2][C:3]1[CH:4]=[C:5]([CH:10]=[CH:11][C:12]=1[CH3:13])[C:6]([O:8][CH3:9])=[O:7].CO.S(Cl)(Cl)=O.[Br:20]N1C(=O)C(C)(C)N(Br)C1=O. (7) Given the product [CH3:17][O:16][C:13]1[CH:12]=[CH:11][C:10]([CH2:9][N:4]2[CH2:3][C@H:2]([NH2:1])[CH2:8][O:7][CH2:6][CH2:5]2)=[CH:15][CH:14]=1, predict the reactants needed to synthesize it. The reactants are: [NH2:1][C@@H:2]1[CH2:8][O:7][CH2:6][CH2:5][N:4]([CH2:9][C:10]2[CH:15]=[CH:14][C:13]([O:16][CH3:17])=[CH:12][CH:11]=2)[C:3]1=O.CC(C[AlH]CC(C)C)C.O.[OH-].[Na+]. (8) The reactants are: [NH2:1][C:2]1[S:3][C:4]([C:11]2[CH:16]=[CH:15][CH:14]=[CH:13][CH:12]=2)=[CH:5][C:6]=1[C:7]([O:9]C)=[O:8].[OH-].[Na+].O. Given the product [NH2:1][C:2]1[S:3][C:4]([C:11]2[CH:12]=[CH:13][CH:14]=[CH:15][CH:16]=2)=[CH:5][C:6]=1[C:7]([OH:9])=[O:8], predict the reactants needed to synthesize it. (9) Given the product [N:29]1([C:26]2[N:25]=[CH:24][C:23]([NH:22][C:19]([C:6]3[N:7]([CH2:11][C:12]4[CH:17]=[CH:16][CH:15]=[C:14]([F:18])[CH:13]=4)[C:8]4[C:4]([CH:5]=3)=[CH:3][C:2]([I:1])=[CH:10][CH:9]=4)=[O:21])=[CH:28][CH:27]=2)[CH2:33][CH2:32][CH2:31][CH2:30]1, predict the reactants needed to synthesize it. The reactants are: [I:1][C:2]1[CH:3]=[C:4]2[C:8](=[CH:9][CH:10]=1)[N:7]([CH2:11][C:12]1[CH:17]=[CH:16][CH:15]=[C:14]([F:18])[CH:13]=1)[C:6]([C:19]([OH:21])=O)=[CH:5]2.[NH2:22][C:23]1[CH:24]=[N:25][C:26]([N:29]2[CH2:33][CH2:32][CH2:31][CH2:30]2)=[CH:27][CH:28]=1.Cl.CN(C)CCCN=C=NCC.ON1C2C=CC=CC=2N=N1.